This data is from Catalyst prediction with 721,799 reactions and 888 catalyst types from USPTO. The task is: Predict which catalyst facilitates the given reaction. (1) Reactant: O=[C:2]1[CH2:6][CH2:5][CH2:4][N:3]1[C:7]1[CH:12]=[CH:11][C:10]([N:13]2[CH:17]=[N:16][C:15]([C:18]3[CH:19]=[C:20]([CH:25]=[CH:26][CH:27]=3)[C:21]([O:23][CH3:24])=[O:22])=[N:14]2)=[CH:9][CH:8]=1. Product: [N:3]1([C:7]2[CH:8]=[CH:9][C:10]([N:13]3[CH:17]=[N:16][C:15]([C:18]4[CH:19]=[C:20]([CH:25]=[CH:26][CH:27]=4)[C:21]([O:23][CH3:24])=[O:22])=[N:14]3)=[CH:11][CH:12]=2)[CH2:2][CH2:6][CH2:5][CH2:4]1. The catalyst class is: 1. (2) Reactant: Cl[C:2]1[N:9]=[C:8]([CH3:10])[CH:7]=[CH:6][C:3]=1[C:4]#[N:5].[NH3:11]. Product: [NH2:11][C:2]1[N:9]=[C:8]([CH3:10])[CH:7]=[CH:6][C:3]=1[C:4]#[N:5]. The catalyst class is: 8. (3) Reactant: [N+:1]([C:4]1[CH:8]=[C:7](C(O)=O)[NH:6][N:5]=1)([O-:3])=[O:2].C1(OP(N=[N+]=[N-])(=O)[O:20][C:21]2C=CC=CC=2)C=CC=CC=1.CC[N:33](CC)CC.[CH3:38][C:39]([OH:42])([CH3:41])[CH3:40]. Product: [N+:1]([C:4]1[NH:5][N:6]=[C:7]([NH:33][C:21](=[O:20])[O:42][C:39]([CH3:41])([CH3:40])[CH3:38])[CH:8]=1)([O-:3])=[O:2]. The catalyst class is: 6.